From a dataset of Forward reaction prediction with 1.9M reactions from USPTO patents (1976-2016). Predict the product of the given reaction. (1) The product is: [NH2:2][CH2:3][C:4]([O-:6])=[O:5].[Fe+2:1].[NH2:2][CH2:3][C:4]([O-:6])=[O:5]. Given the reactants [Fe:1].[NH2:2][CH2:3][C:4]([OH:6])=[O:5], predict the reaction product. (2) Given the reactants Br[C:2]1[C:3]2[C:8]([C:9]([C:16]3[CH:21]=[CH:20][CH:19]=[CH:18][CH:17]=3)=[C:10]3[C:15]=1[CH:14]=[CH:13][CH:12]=[CH:11]3)=[CH:7][CH:6]=[CH:5][CH:4]=2.C([Li])CCC.S([O-])([O-])(=O)=S.[Na+].[Na+].[I:34]I, predict the reaction product. The product is: [I:34][C:2]1[C:3]2[C:8]([C:9]([C:16]3[CH:21]=[CH:20][CH:19]=[CH:18][CH:17]=3)=[C:10]3[C:15]=1[CH:14]=[CH:13][CH:12]=[CH:11]3)=[CH:7][CH:6]=[CH:5][CH:4]=2. (3) The product is: [CH2:1]([C:8]1[CH:9]=[C:10]([CH:14]=[CH:15][CH:16]=1)[CH2:11][NH2:13])[C:2]1[CH:3]=[CH:4][CH:5]=[CH:6][CH:7]=1. Given the reactants [CH2:1]([C:8]1[CH:9]=[C:10]([CH:14]=[CH:15][CH:16]=1)[C:11]([NH2:13])=O)[C:2]1[CH:7]=[CH:6][CH:5]=[CH:4][CH:3]=1.[H-].COCCO[Al+]OCCOC.[Na+].[H-], predict the reaction product.